This data is from Forward reaction prediction with 1.9M reactions from USPTO patents (1976-2016). The task is: Predict the product of the given reaction. (1) Given the reactants [F:1][C:2]1[CH:3]=[CH:4][C:5]2[N:6]([C:8]([S:11][CH3:12])=[N:9][CH:10]=2)[CH:7]=1.O.C(=O)(O)[O-].[Na+].[I:19]I, predict the reaction product. The product is: [F:1][C:2]1[CH:3]=[CH:4][C:5]2[N:6]([C:8]([S:11][CH3:12])=[N:9][C:10]=2[I:19])[CH:7]=1. (2) Given the reactants CCC(C)[BH-](C(C)CC)C(C)CC.[K+].[OH:15][C:16]1[CH:25]=[C:24]([C:26]([CH3:31])([CH3:30])[C:27]([OH:29])=[O:28])[CH:23]=[C:22]2[C:17]=1[C@@H:18]1[CH2:37][C:36](=[O:38])[CH2:35][CH2:34][C@H:19]1[C:20]([CH3:33])([CH3:32])[O:21]2, predict the reaction product. The product is: [OH:15][C:16]1[CH:25]=[C:24]([C:26]([CH3:30])([CH3:31])[C:27]([OH:29])=[O:28])[CH:23]=[C:22]2[C:17]=1[C@@H:18]1[CH2:37][C@@H:36]([OH:38])[CH2:35][CH2:34][C@H:19]1[C:20]([CH3:33])([CH3:32])[O:21]2.